From a dataset of Reaction yield outcomes from USPTO patents with 853,638 reactions. Predict the reaction yield, written as a fraction of the theoretical maximum amount of product (1.0 means a 100% yield; for example, 0.34 means a 34% yield). (1) The reactants are [Br:1][C:2]1[CH:7]=[N:6][C:5]([O:8]C)=[C:4]2[O:10][C:11]([CH3:13])=[CH:12][C:3]=12.B(Br)(Br)Br. The catalyst is C(Cl)Cl. The product is [Br:1][C:2]1[C:3]2[CH:12]=[C:11]([CH3:13])[O:10][C:4]=2[C:5](=[O:8])[NH:6][CH:7]=1. The yield is 0.880. (2) The reactants are [Cl:1][C:2]1[CH:7]=[CH:6][C:5](B(O)O)=[CH:4][C:3]=1[O:11][CH3:12].Br[CH:14]=[C:15]1[C:21]2[CH:22]=[CH:23][CH:24]=[C:25]([Cl:26])[C:20]=2[CH2:19][CH2:18][C:17]2[CH:27]=[CH:28][CH:29]=[CH:30][C:16]1=2. No catalyst specified. The product is [Cl:26][C:25]1[C:20]2[CH2:19][CH2:18][C:17]3[CH:27]=[CH:28][CH:29]=[CH:30][C:16]=3[C:15](=[CH:14][C:5]3[CH:6]=[CH:7][C:2]([Cl:1])=[C:3]([O:11][CH3:12])[CH:4]=3)[C:21]=2[CH:22]=[CH:23][CH:24]=1. The yield is 0.710. (3) The reactants are [Cl-].[Li+].BrCCBr.Br[CH2:8][C:9]1[CH:19]=[CH:18][C:12]([C:13]([O:15][CH2:16][CH3:17])=[O:14])=[CH:11][CH:10]=1.[Cl:20][C:21]1[CH:22]=[C:23](I)[CH:24]=[CH:25][C:26]=1[Cl:27].[Cl-].[NH4+]. The catalyst is C1COCC1.[Zn].CC(C1C=CC=C(C(C)C)C=1N1[CH-]N(C2C(C(C)C)=CC=CC=2C(C)C)CC1)C.C1C=NC=C(Cl)C=1.Cl[Pd]Cl.C[Si](Cl)(C)C. The product is [Cl:20][C:21]1[CH:22]=[C:23]([CH:24]=[CH:25][C:26]=1[Cl:27])[CH2:8][C:9]1[CH:19]=[CH:18][C:12]([C:13]([O:15][CH2:16][CH3:17])=[O:14])=[CH:11][CH:10]=1. The yield is 0.380. (4) The catalyst is CN(C)C=O.O. The yield is 0.750. The reactants are CC(C)([O-])C.[Na+].[C:7]([O:11][C:12]([N:14]1[CH2:19][CH2:18][NH:17][C:16](=[O:20])[CH2:15]1)=[O:13])([CH3:10])([CH3:9])[CH3:8].Br[CH2:22][CH2:23][CH2:24][C:25]1[CH:30]=[CH:29][CH:28]=[CH:27][CH:26]=1. The product is [C:7]([O:11][C:12]([N:14]1[CH2:19][CH2:18][N:17]([CH2:22][CH2:23][CH2:24][C:25]2[CH:30]=[CH:29][CH:28]=[CH:27][CH:26]=2)[C:16](=[O:20])[CH2:15]1)=[O:13])([CH3:10])([CH3:8])[CH3:9]. (5) The reactants are [OH:1][C:2]1[C:7]2[C:8](=[O:28])/[C:9](=[CH:11]/[C:12]3[C:20]4[C:15](=[N:16][CH:17]=[CH:18][C:19]=4[C:21]4[CH:26]=[CH:25][CH:24]=[CH:23][CH:22]=4)[N:14]([CH3:27])[CH:13]=3)/[O:10][C:6]=2[CH:5]=[C:4]([OH:29])[CH:3]=1.[CH3:30][N:31]([CH3:35])[C:32](Cl)=[O:33]. The catalyst is N1C=CC=CC=1. The product is [CH3:30][N:31]([CH3:35])[C:32](=[O:33])[O:1][C:2]1[C:7]2[C:8](=[O:28])/[C:9](=[CH:11]/[C:12]3[C:20]4[C:15](=[N:16][CH:17]=[CH:18][C:19]=4[C:21]4[CH:26]=[CH:25][CH:24]=[CH:23][CH:22]=4)[N:14]([CH3:27])[CH:13]=3)/[O:10][C:6]=2[CH:5]=[C:4]([O:29][C:32](=[O:33])[N:31]([CH3:35])[CH3:30])[CH:3]=1. The yield is 0.780. (6) The reactants are [OH:1][C:2]1[CH:7]=[CH:6][CH:5]=[CH:4][C:3]=1[C:8]1[N:17]=[C:16]([N:18]2[CH2:22][CH2:21][C@@H:20]([CH2:23][NH:24][C:25](=[O:32])[O:26][CH2:27][C:28]([CH3:31])([CH3:30])[CH3:29])[CH2:19]2)[C:15]2[C:10](=[CH:11][C:12]([CH3:33])=[CH:13][CH:14]=2)[N:9]=1.[ClH:34].CCOCC. The catalyst is C(Cl)Cl. The product is [ClH:34].[OH:1][C:2]1[CH:7]=[CH:6][CH:5]=[CH:4][C:3]=1[C:8]1[N:17]=[C:16]([N:18]2[CH2:22][CH2:21][C@@H:20]([CH2:23][NH:24][C:25](=[O:32])[O:26][CH2:27][C:28]([CH3:29])([CH3:30])[CH3:31])[CH2:19]2)[C:15]2[C:10](=[CH:11][C:12]([CH3:33])=[CH:13][CH:14]=2)[N:9]=1. The yield is 0.920. (7) The reactants are [CH3:1][O:2][C:3]1[CH:4]=[C:5]([CH:9]=[CH:10][CH:11]=1)[C:6]([NH2:8])=[O:7].[H-].[Na+].C[O:15][CH2:16][CH2:17]OC. No catalyst specified. The product is [CH3:1][O:2][C:3]1[CH:4]=[C:5]([C:6]2[O:7][CH2:17][C:16](=[O:15])[N:8]=2)[CH:9]=[CH:10][CH:11]=1. The yield is 0.260. (8) The reactants are [CH2:1]([O:8][C:9]1[C:14](=[O:15])[NH:13][C:12]([O:16][CH3:17])=[N:11][C:10]=1[C:18]([O:20][C:21]([CH3:24])([CH3:23])[CH3:22])=[O:19])[C:2]1[CH:7]=[CH:6][CH:5]=[CH:4][CH:3]=1.[H-].[Na+].Br[CH2:28][C:29]([O:31][CH3:32])=[O:30]. The catalyst is CN(C=O)C. The product is [CH2:1]([O:8][C:9]1[C:10]([C:18]([O:20][C:21]([CH3:24])([CH3:23])[CH3:22])=[O:19])=[N:11][C:12]([O:16][CH3:17])=[N:13][C:14]=1[O:15][CH2:28][C:29]([O:31][CH3:32])=[O:30])[C:2]1[CH:3]=[CH:4][CH:5]=[CH:6][CH:7]=1. The yield is 0.299.